Dataset: Reaction yield outcomes from USPTO patents with 853,638 reactions. Task: Predict the reaction yield, written as a fraction of the theoretical maximum amount of product (1.0 means a 100% yield; for example, 0.34 means a 34% yield). (1) The reactants are C([N:8]1[CH2:12][CH2:11][CH:10]([CH2:13][NH:14][C:15](=[O:21])[O:16][C:17]([CH3:20])([CH3:19])[CH3:18])[CH2:9]1)C1C=CC=CC=1. The catalyst is CCOC(C)=O.[OH-].[OH-].[Pd+2]. The product is [NH:8]1[CH2:12][CH2:11][CH:10]([CH2:13][NH:14][C:15](=[O:21])[O:16][C:17]([CH3:19])([CH3:18])[CH3:20])[CH2:9]1. The yield is 0.900. (2) The reactants are [CH3:1][C@@:2]1([CH2:13][N:14]2[CH2:19][CH2:18][N:17]([NH:20][C:21](=O)OC(C)(C)C)[CH2:16][CH2:15]2)[O:6][C:5]2=[N:7][C:8]([N+:10]([O-:12])=[O:11])=[CH:9][N:4]2[CH2:3]1.[Cl:28][C:29]1[CH:30]=[CH:31][C:32]2[O:36][C:35](C=O)=[CH:34][C:33]=2[CH:39]=1.FC(F)(F)C(O)=O.C(=O)([O-])O.[Na+]. The catalyst is C(Cl)Cl. The product is [Cl:28][C:29]1[CH:30]=[CH:31][C:32]2[O:36][C:35]([CH:21]=[N:20][N:17]3[CH2:16][CH2:15][N:14]([CH2:13][C@:2]4([CH3:1])[O:6][C:5]5=[N:7][C:8]([N+:10]([O-:12])=[O:11])=[CH:9][N:4]5[CH2:3]4)[CH2:19][CH2:18]3)=[CH:34][C:33]=2[CH:39]=1. The yield is 0.590. (3) The reactants are [CH2:1]([O:8][C:9]([NH:11][CH:12]([C:18]([O:20][CH2:21][CH3:22])=[O:19])[C:13]([O:15][CH2:16][CH3:17])=[O:14])=[O:10])[C:2]1[CH:7]=[CH:6][CH:5]=[CH:4][CH:3]=1.[H-].[Na+].Br[CH2:26][C:27]([O:29][CH2:30][C:31]1[CH:36]=[CH:35][CH:34]=[CH:33][CH:32]=1)=[O:28].Cl. The catalyst is CN(C=O)C. The product is [CH2:1]([O:8][C:9]([NH:11][C:12]([CH2:26][C:27]([O:29][CH2:30][C:31]1[CH:36]=[CH:35][CH:34]=[CH:33][CH:32]=1)=[O:28])([C:13]([O:15][CH2:16][CH3:17])=[O:14])[C:18]([O:20][CH2:21][CH3:22])=[O:19])=[O:10])[C:2]1[CH:3]=[CH:4][CH:5]=[CH:6][CH:7]=1. The yield is 0.990. (4) The reactants are CCN(C(C)C)C(C)C.[O:10]1[CH:14]=[CH:13][CH:12]=[C:11]1[C:15]([NH:17][CH2:18][C:19]([OH:21])=O)=[O:16].C1C=CC2N(O)N=NC=2C=1.CCN=C=NCCCN(C)C.Cl.Cl.[N:45]1([C:51]([C:53]2[CH:58]=[CH:57][CH:56]=[CH:55][C:54]=2[C:59]([F:62])([F:61])[F:60])=[O:52])[CH2:50][CH2:49][NH:48][CH2:47][CH2:46]1. The catalyst is CN(C=O)C.O. The product is [O:21]=[C:19]([N:48]1[CH2:49][CH2:50][N:45]([C:51](=[O:52])[C:53]2[CH:58]=[CH:57][CH:56]=[CH:55][C:54]=2[C:59]([F:62])([F:60])[F:61])[CH2:46][CH2:47]1)[CH2:18][NH:17][C:15]([C:11]1[O:10][CH:14]=[CH:13][CH:12]=1)=[O:16]. The yield is 0.330. (5) The reactants are Cl.[O:2]1CCO[CH:3]1[C:7]1[CH:8]=[C:9]([C:22]2[N:27]=[C:26]([CH3:28])[N:25]=[C:24]([S:29][CH3:30])[N:23]=2)[C:10]([NH:13][C:14]2[CH:15]=[N:16][C:17]([O:20][CH3:21])=[CH:18][CH:19]=2)=[N:11][CH:12]=1.C1COCC1. No catalyst specified. The product is [CH3:21][O:20][C:17]1[N:16]=[CH:15][C:14]([NH:13][C:10]2[C:9]([C:22]3[N:27]=[C:26]([CH3:28])[N:25]=[C:24]([S:29][CH3:30])[N:23]=3)=[CH:8][C:7]([CH:3]=[O:2])=[CH:12][N:11]=2)=[CH:19][CH:18]=1. The yield is 0.860. (6) The product is [C:1]([O:5][C:6]([C:8]1([C:24](=[O:25])[C:23]2[CH:22]=[CH:21][C:20]([N+:17]([O-:19])=[O:18])=[CH:28][CH:27]=2)[C:13]([NH2:14])=[CH:12][CH:11]=[C:10]([CH2:15][Cl:36])[NH:9]1)=[O:7])([CH3:4])([CH3:3])[CH3:2]. The reactants are [C:1]([O:5][C:6]([C:8]1[C:13]([NH2:14])=[CH:12][CH:11]=[C:10]([CH3:15])[N+:9]=1[O-])=[O:7])([CH3:4])([CH3:3])[CH3:2].[N+:17]([C:20]1[CH:28]=[CH:27][C:23]([C:24](Cl)=[O:25])=[CH:22][CH:21]=1)([O-:19])=[O:18].C(N(CC)CC)C.[Cl:36]C(Cl)(OC(=O)OC(Cl)(Cl)Cl)Cl.O.C(=O)(O)[O-].[Na+]. The yield is 0.640. The catalyst is C(Cl)(Cl)Cl. (7) The reactants are Br[C:2]1[CH:7]=[CH:6][C:5]([C:8]2[N:12]([C:13]3[CH:18]=[CH:17][C:16]([S:19]([CH3:22])(=[O:21])=[O:20])=[C:15]([F:23])[CH:14]=3)[N:11]=[C:10]([C:24]([F:27])([F:26])[F:25])[CH:9]=2)=[CH:4][CH:3]=1.[O:28]1[CH:32]=[CH:31][C:30](B(O)O)=[CH:29]1.C([O-])(O)=O.[Na+]. The catalyst is COCCOC.C1C=CC(P(C2C=CC=CC=2)C2C=CC=CC=2)=CC=1.C1C=CC(P(C2C=CC=CC=2)C2C=CC=CC=2)=CC=1.Cl[Pd]Cl. The product is [F:23][C:15]1[CH:14]=[C:13]([N:12]2[C:8]([C:5]3[CH:6]=[CH:7][C:2]([C:30]4[CH:31]=[CH:32][O:28][CH:29]=4)=[CH:3][CH:4]=3)=[CH:9][C:10]([C:24]([F:27])([F:26])[F:25])=[N:11]2)[CH:18]=[CH:17][C:16]=1[S:19]([CH3:22])(=[O:21])=[O:20]. The yield is 0.452.